Dataset: Full USPTO retrosynthesis dataset with 1.9M reactions from patents (1976-2016). Task: Predict the reactants needed to synthesize the given product. (1) The reactants are: [CH:1]1([CH2:4][O:5][C:6]2[CH:11]=[C:10]([F:12])[C:9]([O:13][CH3:14])=[CH:8][C:7]=2[C:15]2[C:16]3[NH:23][CH:22]=[C:21]([C:24]([OH:26])=O)[C:17]=3[N:18]=[CH:19][N:20]=2)[CH2:3][CH2:2]1.[C:27]([O:31][C:32]([N:34]1[CH2:38][CH2:37][C@@H:36]([NH2:39])[CH2:35]1)=[O:33])([CH3:30])([CH3:29])[CH3:28]. Given the product [C:27]([O:31][C:32]([N:34]1[CH2:38][CH2:37][C@@H:36]([NH:39][C:24]([C:21]2[C:17]3[N:18]=[CH:19][N:20]=[C:15]([C:7]4[CH:8]=[C:9]([O:13][CH3:14])[C:10]([F:12])=[CH:11][C:6]=4[O:5][CH2:4][CH:1]4[CH2:2][CH2:3]4)[C:16]=3[NH:23][CH:22]=2)=[O:26])[CH2:35]1)=[O:33])([CH3:30])([CH3:28])[CH3:29], predict the reactants needed to synthesize it. (2) Given the product [CH2:1]([N:4]1[CH2:9][CH2:8][O:7][C:6]2[CH:10]=[C:11]([CH3:41])[C:12]([C:14]3[N:19]4[N:20]=[C:21]([C:23]5[CH:24]=[C:25]([C:47]6[CH:48]=[CH:49][CH:50]=[CH:51][C:46]=6[CH2:42][CH2:43][CH:44]=[CH2:45])[CH:26]=[CH:27][CH:28]=5)[CH:22]=[C:18]4[N:17]=[C:16]([CH3:30])[C:15]=3[C@H:31]([O:36][C:37]([CH3:40])([CH3:39])[CH3:38])[C:32]([O:34][CH3:35])=[O:33])=[CH:13][C:5]1=2)[CH:2]=[CH2:3], predict the reactants needed to synthesize it. The reactants are: [CH2:1]([N:4]1[CH2:9][CH2:8][O:7][C:6]2[CH:10]=[C:11]([CH3:41])[C:12]([C:14]3[N:19]4[N:20]=[C:21]([C:23]5[CH:28]=[CH:27][CH:26]=[C:25](Br)[CH:24]=5)[CH:22]=[C:18]4[N:17]=[C:16]([CH3:30])[C:15]=3[C@H:31]([O:36][C:37]([CH3:40])([CH3:39])[CH3:38])[C:32]([O:34][CH3:35])=[O:33])=[CH:13][C:5]1=2)[CH:2]=[CH2:3].[CH2:42]([C:46]1[CH:51]=[CH:50][CH:49]=[CH:48][C:47]=1B(O)O)[CH2:43][CH:44]=[CH2:45].C([O-])([O-])=O.[Na+].[Na+].N#N.